Predict the product of the given reaction. From a dataset of Forward reaction prediction with 1.9M reactions from USPTO patents (1976-2016). (1) Given the reactants OC(C(F)(F)F)=O.[NH:8]1[CH2:11][CH:10]([NH:12][C:13](=[O:32])[CH2:14][NH:15][C:16]2[C:24]3[C:19](=[CH:20][CH:21]=[C:22]([C:25]([F:28])([F:27])[F:26])[CH:23]=3)[N:18]([CH2:29][CH2:30][OH:31])[N:17]=2)[CH2:9]1.[OH:33][C:34]1([C:41]2[CH:42]=[N:43][C:44]([O:47][CH3:48])=[CH:45][CH:46]=2)[CH2:39][CH2:38][C:37](=O)[CH2:36][CH2:35]1, predict the reaction product. The product is: [OH:31][CH2:30][CH2:29][N:18]1[C:19]2[C:24](=[CH:23][C:22]([C:25]([F:28])([F:27])[F:26])=[CH:21][CH:20]=2)[C:16]([NH:15][CH2:14][C:13]([NH:12][CH:10]2[CH2:11][N:8]([CH:37]3[CH2:36][CH2:35][C:34]([OH:33])([C:41]4[CH:42]=[N:43][C:44]([O:47][CH3:48])=[CH:45][CH:46]=4)[CH2:39][CH2:38]3)[CH2:9]2)=[O:32])=[N:17]1. (2) Given the reactants [Cl:1][C:2]1[CH:3]=[CH:4][C:5]([C:8]([OH:10])=O)=[N:6][CH:7]=1.C1N=C[N:13](C(N2C=NC=C2)=O)[CH:12]=1.CN.C1COCC1, predict the reaction product. The product is: [Cl:1][C:2]1[CH:3]=[CH:4][C:5]([C:8]([NH:13][CH3:12])=[O:10])=[N:6][CH:7]=1. (3) Given the reactants [N+:1]([C:4]1[CH:5]=[CH:6][C:7]([C:18]([F:24])([F:23])[C:19]([F:22])([F:21])[F:20])=[C:8]([CH:17]=1)[O:9][CH2:10][CH2:11][N:12]1[CH2:16][CH2:15][CH2:14][CH2:13]1)([O-])=O.N#N, predict the reaction product. The product is: [F:24][C:18]([F:23])([C:7]1[CH:6]=[CH:5][C:4]([NH2:1])=[CH:17][C:8]=1[O:9][CH2:10][CH2:11][N:12]1[CH2:16][CH2:15][CH2:14][CH2:13]1)[C:19]([F:22])([F:21])[F:20]. (4) Given the reactants [C:1](=[O:3])=[O:2].[OH2:4], predict the reaction product. The product is: [C:1](=[O:4])([OH:3])[OH:2].[C:1](=[O:4])([OH:3])[O-:2].[C:1](=[O:4])([O-:3])[O-:2]. (5) Given the reactants [Cl:1][C:2]1[CH:7]=[CH:6][CH:5]=[C:4]([Cl:8])[C:3]=1[NH:9][C:10]1[NH:22][C:21]2[C:16]3[N:17]=[C:18]([CH3:20])[O:19][C:15]=3[C:14]([C:23](O)=[O:24])=[CH:13][C:12]=2[N:11]=1.C(Cl)(=O)C(Cl)=O.[F:32][C:33]([F:43])([F:42])[C:34]1[CH:39]=[CH:38][CH:37]=[CH:36][C:35]=1[CH2:40][NH2:41].[H-].[Na+], predict the reaction product. The product is: [Cl:1][C:2]1[CH:7]=[CH:6][CH:5]=[C:4]([Cl:8])[C:3]=1[NH:9][C:10]1[NH:22][C:21]2[C:16]3[N:17]=[C:18]([CH3:20])[O:19][C:15]=3[C:14]([C:23]([NH:41][CH2:40][C:35]3[CH:36]=[CH:37][CH:38]=[CH:39][C:34]=3[C:33]([F:32])([F:42])[F:43])=[O:24])=[CH:13][C:12]=2[N:11]=1. (6) Given the reactants [NH2:1][C:2]1[CH:10]=[C:9]2[C:5]([CH2:6][C:7](=[O:11])[NH:8]2)=[CH:4][CH:3]=1.C(N(CC)CC)C.[N:19]([C:22]1[CH:27]=[CH:26][CH:25]=[C:24]([N+:28]([O-:30])=[O:29])[CH:23]=1)=[C:20]=[O:21], predict the reaction product. The product is: [N+:28]([C:24]1[CH:23]=[C:22]([NH:19][C:20]([NH:1][C:2]2[CH:10]=[C:9]3[C:5]([CH2:6][C:7](=[O:11])[NH:8]3)=[CH:4][CH:3]=2)=[O:21])[CH:27]=[CH:26][CH:25]=1)([O-:30])=[O:29]. (7) Given the reactants [Cl:1][C:2]1[C:23]([CH3:24])=[CH:22][C:5]([O:6][CH2:7][CH2:8][CH2:9][C:10]2[C:18]3[C:13](=[CH:14][CH:15]=[CH:16][CH:17]=3)[NH:12][C:11]=2[C:19](O)=[O:20])=[CH:4][C:3]=1[CH3:25].[C:26]1([N:32]2[CH2:37][CH2:36][N:35]([S:38]([NH2:41])(=[O:40])=[O:39])[CH2:34][CH2:33]2)[CH:31]=[CH:30][CH:29]=[CH:28][CH:27]=1, predict the reaction product. The product is: [Cl:1][C:2]1[C:23]([CH3:24])=[CH:22][C:5]([O:6][CH2:7][CH2:8][CH2:9][C:10]2[C:18]3[C:13](=[CH:14][CH:15]=[CH:16][CH:17]=3)[NH:12][C:11]=2[C:19]([NH:41][S:38]([N:35]2[CH2:34][CH2:33][N:32]([C:26]3[CH:31]=[CH:30][CH:29]=[CH:28][CH:27]=3)[CH2:37][CH2:36]2)(=[O:39])=[O:40])=[O:20])=[CH:4][C:3]=1[CH3:25]. (8) Given the reactants [Br:1][C:2]1[C:10]([F:11])=[CH:9][C:5]([C:6](O)=[O:7])=[C:4]([Cl:12])[CH:3]=1.CC[N:15]=C=NCCCN(C)C.Cl, predict the reaction product. The product is: [Br:1][C:2]1[C:10]([F:11])=[CH:9][C:5]([C:6]([NH2:15])=[O:7])=[C:4]([Cl:12])[CH:3]=1.